Task: Predict the product of the given reaction.. Dataset: Forward reaction prediction with 1.9M reactions from USPTO patents (1976-2016) Given the reactants Br[C:2]1[C:10]2[NH:9][C:8]3[CH:11]4[CH2:17][CH2:16][N:14]([CH2:15][C:7]=3[C:6]=2[CH:5]=[CH:4][CH:3]=1)[CH2:13][CH2:12]4.[N:18]1[CH:23]=[C:22](B(O)O)[CH:21]=[N:20][CH:19]=1, predict the reaction product. The product is: [N:18]1[CH:23]=[C:22]([C:2]2[C:10]3[NH:9][C:8]4[CH:11]5[CH2:17][CH2:16][N:14]([CH2:15][C:7]=4[C:6]=3[CH:5]=[CH:4][CH:3]=2)[CH2:13][CH2:12]5)[CH:21]=[N:20][CH:19]=1.